This data is from Forward reaction prediction with 1.9M reactions from USPTO patents (1976-2016). The task is: Predict the product of the given reaction. (1) Given the reactants [CH2:1]1[C:10]2[C:5](=[CH:6][CH:7]=[CH:8][CH:9]=2)[CH2:4][CH2:3][N:2]1[CH2:11][CH:12]([OH:28])[CH2:13][N:14]1[CH2:19][CH2:18][N:17](C(OC(C)(C)C)=O)[CH2:16][C:15]1=[O:27].Cl.C(OCC)(=O)C, predict the reaction product. The product is: [CH2:1]1[C:10]2[C:5](=[CH:6][CH:7]=[CH:8][CH:9]=2)[CH2:4][CH2:3][N:2]1[CH2:11][CH:12]([OH:28])[CH2:13][N:14]1[CH2:19][CH2:18][NH:17][CH2:16][C:15]1=[O:27]. (2) Given the reactants B(Br)(Br)Br.[NH2:5][C:6]1[C:15]2[N:16]=[C:17]([CH2:28][O:29]CC)[N:18]([CH2:19][CH2:20][CH2:21][CH2:22][NH:23][S:24]([CH3:27])(=[O:26])=[O:25])[C:14]=2[C:13]2[CH:12]=[CH:11][CH:10]=[CH:9][C:8]=2[N:7]=1, predict the reaction product. The product is: [NH2:5][C:6]1[C:15]2[N:16]=[C:17]([CH2:28][OH:29])[N:18]([CH2:19][CH2:20][CH2:21][CH2:22][NH:23][S:24]([CH3:27])(=[O:26])=[O:25])[C:14]=2[C:13]2[CH:12]=[CH:11][CH:10]=[CH:9][C:8]=2[N:7]=1. (3) Given the reactants [C:1](=[O:13])([O:11][CH3:12])[O:2][C:3]1[CH:8]=[CH:7][C:6]([O:9][CH3:10])=[CH:5][CH:4]=1.[CH3:14][O:15]C(Cl)Cl.Cl.CCOC(C)=O, predict the reaction product. The product is: [C:1](=[O:13])([O:11][CH3:12])[O:2][C:3]1[CH:4]=[CH:5][C:6]([O:9][CH3:10])=[C:7]([CH:14]=[O:15])[CH:8]=1. (4) The product is: [Cl:12][C:13]1[CH:18]=[C:17]([O:10][C:9]2[C:4]([CH3:3])=[N:5][C:6]([CH3:11])=[CH:7][CH:8]=2)[CH:16]=[CH:15][N:14]=1. Given the reactants [H-].[Na+].[CH3:3][C:4]1[C:9]([OH:10])=[CH:8][CH:7]=[C:6]([CH3:11])[N:5]=1.[Cl:12][C:13]1[CH:18]=[C:17](Cl)[CH:16]=[CH:15][N:14]=1, predict the reaction product.